From a dataset of Full USPTO retrosynthesis dataset with 1.9M reactions from patents (1976-2016). Predict the reactants needed to synthesize the given product. (1) Given the product [CH:1]([C:3]1[CH:4]=[C:5]([S:21]([NH:24][C:32](=[O:33])[CH2:31][C:25]2[CH:30]=[CH:29][CH:28]=[CH:27][CH:26]=2)(=[O:23])=[O:22])[CH:6]=[C:7]([C:11]2[CH:16]=[CH:15][CH:14]=[C:13]([NH:17][C:18]([NH2:20])=[O:19])[CH:12]=2)[C:8]=1[O:9][CH3:10])=[O:2], predict the reactants needed to synthesize it. The reactants are: [CH:1]([C:3]1[CH:4]=[C:5]([S:21]([NH2:24])(=[O:23])=[O:22])[CH:6]=[C:7]([C:11]2[CH:16]=[CH:15][CH:14]=[C:13]([NH:17][C:18]([NH2:20])=[O:19])[CH:12]=2)[C:8]=1[O:9][CH3:10])=[O:2].[C:25]1([CH2:31][C:32](Cl)=[O:33])[CH:30]=[CH:29][CH:28]=[CH:27][CH:26]=1. (2) Given the product [C:22]([C:21]1[CH:24]=[C:17]([C:15]2[S:14][N:13]=[C:12]([C:4]3[C:3]([CH2:1][CH3:2])=[C:8]([CH2:9][CH2:10][N:35]4[CH2:38][CH:37]([C:39]([OH:41])=[O:40])[CH2:36]4)[CH:7]=[CH:6][CH:5]=3)[N:16]=2)[CH:18]=[CH:19][C:20]=1[CH2:25][CH:26]([CH3:28])[CH3:27])#[N:23], predict the reactants needed to synthesize it. The reactants are: [CH2:1]([C:3]1[C:8]([CH2:9][CH:10]=O)=[CH:7][CH:6]=[CH:5][C:4]=1[C:12]1[N:16]=[C:15]([C:17]2[CH:18]=[CH:19][C:20]([CH2:25][CH:26]([CH3:28])[CH3:27])=[C:21]([CH:24]=2)[C:22]#[N:23])[S:14][N:13]=1)[CH3:2].C([O-])(=O)C.[Na+].Cl.[NH:35]1[CH2:38][CH:37]([C:39]([O:41]C)=[O:40])[CH2:36]1.C(O[BH-](OC(=O)C)OC(=O)C)(=O)C.[Na+]. (3) Given the product [CH3:36][O:37]/[C:38](/[C:34]1[CH:35]=[CH:14][N:13]=[CH:12][CH:17]=1)=[C:12](\[N:13]1[C:14]2[CH:15]=[CH:16][C:8]([CH3:7])=[CH:9][C:10]=2[C:19]2[CH2:20][N:21]([CH3:22])[CH2:16][CH2:8][C:7]1=2)/[CH3:17], predict the reactants needed to synthesize it. The reactants are: [H-].[H-].[H-].[H-].[Li+].[Al+3].[CH3:7][C:8]1[C:9]2[C:10]3([CH2:19][CH:20](C(C)(C)C(=O)C4C=CN=CC=4)[NH:21][CH:22]=2)[C:14](=[CH:15][CH:16]=1)[NH:13][CH:12]([CH:17]=O)C3.[CH2:34]1[CH2:38][O:37][CH2:36][CH2:35]1. (4) Given the product [CH3:1][O:2][CH:3]([O:13][CH3:14])[CH2:4][N:5]([CH2:6][C:7]1[S:8][C:9]([CH3:12])=[CH:10][CH:11]=1)[S:28]([C:25]1[CH:26]=[CH:27][C:22]([CH3:32])=[CH:23][CH:24]=1)(=[O:30])=[O:29], predict the reactants needed to synthesize it. The reactants are: [CH3:1][O:2][CH:3]([O:13][CH3:14])[CH2:4][NH:5][CH2:6][C:7]1[S:8][C:9]([CH3:12])=[CH:10][CH:11]=1.C(N(CC)CC)C.[C:22]1([CH3:32])[CH:27]=[CH:26][C:25]([S:28](Cl)(=[O:30])=[O:29])=[CH:24][CH:23]=1. (5) The reactants are: [CH:1]([O:8][CH2:9][CH3:10])([O:5][CH2:6][CH3:7])OCC.[CH3:11][C:12]([CH3:14])=[O:13].CCN(C(C)C)C(C)C.C([O-])(O)=O.[Na+]. Given the product [CH2:9]([O:8][CH:1]([O:5][CH2:6][CH3:7])[CH2:11][C:12](=[O:13])[CH3:14])[CH3:10], predict the reactants needed to synthesize it.